The task is: Predict the reactants needed to synthesize the given product.. This data is from Retrosynthesis with 50K atom-mapped reactions and 10 reaction types from USPTO. (1) Given the product Cc1ccccc1NC(=O)Nc1ccc(NS(=O)(=O)c2cccc(-c3ccc(F)cc3)c2)cc1, predict the reactants needed to synthesize it. The reactants are: Cc1ccccc1N=C=O.Nc1ccc(NS(=O)(=O)c2cccc(-c3ccc(F)cc3)c2)cc1. (2) Given the product CCc1sc(C(=O)CCc2cc(C)c(OCCOS(C)(=O)=O)c(C)c2)c2c1CC(C)(C)CC2, predict the reactants needed to synthesize it. The reactants are: CCc1sc(C(=O)CCc2cc(C)c(OCCO)c(C)c2)c2c1CC(C)(C)CC2.CS(=O)(=O)Cl. (3) Given the product COc1nc2cc(F)ccc2nc1NC(=O)N1CCN(c2cccc(Cl)c2)CC1, predict the reactants needed to synthesize it. The reactants are: CCOC(=O)Nc1nc2ccc(F)cc2nc1OC.Clc1cccc(N2CCNCC2)c1. (4) Given the product Cc1ccc2c(c1)C(=O)C(=O)N2C(CC(C)C)C(=O)O, predict the reactants needed to synthesize it. The reactants are: COC(=O)C(CC(C)C)N1C(=O)C(=O)c2cc(C)ccc21. (5) Given the product COCC(=O)N[C@H]1CC[C@H](NC(=O)c2c(C)[nH]c3c(-c4cc(F)ccc4OCC4CC4)ccnc23)CC1, predict the reactants needed to synthesize it. The reactants are: COCC(=O)Cl.Cc1[nH]c2c(-c3cc(F)ccc3OCC3CC3)ccnc2c1C(=O)N[C@H]1CC[C@H](N)CC1. (6) Given the product Cc1ccc(N)c(N2CCC(n3c(=N)n(Cc4ccccc4Cl)c4ccc(F)cc43)CC2)n1, predict the reactants needed to synthesize it. The reactants are: Cc1ccc([N+](=O)[O-])c(N2CCC(n3c(=N)n(Cc4ccccc4Cl)c4ccc(F)cc43)CC2)n1.